This data is from Catalyst prediction with 721,799 reactions and 888 catalyst types from USPTO. The task is: Predict which catalyst facilitates the given reaction. (1) Reactant: [NH2-].[Na+].[CH3:3][C:4]1[CH:9]=[CH:8][N:7]=[CH:6][CH:5]=1.[CH2:10](Cl)[CH2:11][CH2:12][CH2:13][CH2:14][CH2:15][CH2:16][CH2:17][CH2:18][CH2:19][CH2:20][CH2:21][CH2:22][CH2:23][CH2:24][CH2:25][CH2:26][CH3:27]. Product: [CH2:3]([C:4]1[CH:9]=[CH:8][N:7]=[CH:6][CH:5]=1)[CH2:27][CH2:26][CH2:25][CH2:24][CH2:23][CH2:22][CH2:21][CH2:20][CH2:19][CH2:18][CH2:17][CH2:16][CH2:15][CH2:14][CH2:13][CH2:12][CH2:11][CH3:10]. The catalyst class is: 22. (2) Reactant: Br[CH2:2][C:3]1[CH:27]=[CH:26][C:6]([CH2:7][O:8][Si:9]([C:22]([CH3:25])([CH3:24])[CH3:23])([C:16]2[CH:21]=[CH:20][CH:19]=[CH:18][CH:17]=2)[C:10]2[CH:15]=[CH:14][CH:13]=[CH:12][CH:11]=2)=[C:5]([CH3:28])[CH:4]=1.C([Li])(CC)C.C(N1CCCCC1)=[O:35]. Product: [Si:9]([O:8][CH2:7][C:6]1[CH:26]=[CH:27][C:3]([CH:2]=[O:35])=[CH:4][C:5]=1[CH3:28])([C:22]([CH3:25])([CH3:24])[CH3:23])([C:10]1[CH:11]=[CH:12][CH:13]=[CH:14][CH:15]=1)[C:16]1[CH:17]=[CH:18][CH:19]=[CH:20][CH:21]=1. The catalyst class is: 7. (3) Reactant: [CH3:1][C:2]1[N:7]=[CH:6][C:5]([C:8]([NH:10][C:11]2[C:12]([C:22]([OH:24])=O)=[N:13][N:14]([CH:16]3[CH2:21][CH2:20][CH2:19][CH2:18][O:17]3)[CH:15]=2)=[O:9])=[CH:4][CH:3]=1.CC([CH2:28][CH2:29][NH2:30])C.CCN=C=N[CH2:36][CH2:37][CH2:38]N(C)C.C1C=CC2N([OH:51])N=NC=2C=1.C(=O)([O-])O.[Na+]. Product: [CH:37]([O:51][CH2:28][CH2:29][NH:30][C:22]([C:12]1[C:11]([NH:10][C:8](=[O:9])[C:5]2[CH:4]=[CH:3][C:2]([CH3:1])=[N:7][CH:6]=2)=[CH:15][N:14]([CH:16]2[CH2:21][CH2:20][CH2:19][CH2:18][O:17]2)[N:13]=1)=[O:24])([CH3:38])[CH3:36]. The catalyst class is: 3. (4) Reactant: F[C:2]1[CH:7]=[CH:6][C:5]([C:8]2[O:9][C:10]3[CH:16]=[CH:15][CH:14]=[CH:13][C:11]=3[N:12]=2)=[CH:4][C:3]=1[N+:17]([O-:19])=[O:18].C(N(CC)CC)C.Cl.[C:28]([C:32]1[CH:33]=[C:34]([CH:37]=[CH:38][CH:39]=1)[CH2:35][NH2:36])([O:30][CH3:31])=[O:29].O. Product: [CH3:31][O:30][C:28]([C:32]1[CH:33]=[C:34]([CH2:35][NH:36][C:2]2[CH:7]=[CH:6][C:5]([C:8]3[O:9][C:10]4[CH:16]=[CH:15][CH:14]=[CH:13][C:11]=4[N:12]=3)=[CH:4][C:3]=2[N+:17]([O-:19])=[O:18])[CH:37]=[CH:38][CH:39]=1)=[O:29]. The catalyst class is: 10. (5) Reactant: [C:1]1([OH:9])[CH:6]=[CH:5][CH:4]=[C:3]([OH:7])[C:2]=1[OH:8].[C:10](=O)(O)[O-].[K+].CI. Product: [CH3:10][O:8][C:2]1[C:3]([OH:7])=[CH:4][CH:5]=[CH:6][C:1]=1[OH:9]. The catalyst class is: 21. (6) Reactant: C(OC([N:6]1[C:10]2[S:11][C:12]([C:14](=[O:25])[NH:15][C:16]([CH3:24])([C:18]3[CH:23]=[CH:22][CH:21]=[CH:20][CH:19]=3)[CH3:17])=[CH:13][C:9]=2[C:8]([NH:26][C:27](=[O:42])[C:28]2[CH:33]=[CH:32][CH:31]=[CH:30][C:29]=2[NH:34][C:35]([C:37]2[NH:38][CH:39]=[CH:40][CH:41]=2)=[O:36])=[N:7]1)=O)C. Product: [CH3:24][C:16]([NH:15][C:14]([C:12]1[S:11][C:10]2[NH:6][N:7]=[C:8]([NH:26][C:27](=[O:42])[C:28]3[CH:33]=[CH:32][CH:31]=[CH:30][C:29]=3[NH:34][C:35]([C:37]3[NH:38][CH:39]=[CH:40][CH:41]=3)=[O:36])[C:9]=2[CH:13]=1)=[O:25])([C:18]1[CH:23]=[CH:22][CH:21]=[CH:20][CH:19]=1)[CH3:17]. The catalyst class is: 5. (7) Reactant: Cl[C:2]1[N:6]([CH2:7][CH2:8][CH2:9][C:10]([O:12][CH2:13][CH3:14])=[O:11])[C:5]2[C:15]([CH:20]([CH2:23][CH3:24])[CH2:21][CH3:22])=[CH:16][CH:17]=[C:18]([Cl:19])[C:4]=2[N:3]=1.[CH3:25][C:26]1[C:30]([NH2:31])=[C:29]([CH3:32])[O:28][N:27]=1.O.C1(C)C=CC(S(O)(=O)=O)=CC=1. Product: [Cl:19][C:18]1[C:4]2[N:3]=[C:2]([NH:31][C:30]3[C:26]([CH3:25])=[N:27][O:28][C:29]=3[CH3:32])[N:6]([CH2:7][CH2:8][CH2:9][C:10]([O:12][CH2:13][CH3:14])=[O:11])[C:5]=2[C:15]([CH:20]([CH2:23][CH3:24])[CH2:21][CH3:22])=[CH:16][CH:17]=1. The catalyst class is: 435.